This data is from Catalyst prediction with 721,799 reactions and 888 catalyst types from USPTO. The task is: Predict which catalyst facilitates the given reaction. Product: [CH3:12][N:11]1[C:10](=[O:13])[CH:9]([CH3:14])[CH2:8][N:7]([CH2:15][CH2:16][CH:17]([CH3:19])[CH3:18])[C:6]2[N:20]=[C:2]([NH:21][C:22]3[CH:37]=[CH:36][C:25]([C:26]([NH:28][CH:29]4[CH2:30][CH2:31][N:32]([CH3:35])[CH2:33][CH2:34]4)=[O:27])=[CH:24][C:23]=3[O:38][CH3:39])[N:3]=[CH:4][C:5]1=2. Reactant: Cl[C:2]1[N:3]=[CH:4][C:5]2[N:11]([CH3:12])[C:10](=[O:13])[CH:9]([CH3:14])[CH2:8][N:7]([CH2:15][CH2:16][CH:17]([CH3:19])[CH3:18])[C:6]=2[N:20]=1.[NH2:21][C:22]1[CH:37]=[CH:36][C:25]([C:26]([NH:28][CH:29]2[CH2:34][CH2:33][N:32]([CH3:35])[CH2:31][CH2:30]2)=[O:27])=[CH:24][C:23]=1[O:38][CH3:39].O.C1(C)C=CC(S(O)(=O)=O)=CC=1. The catalyst class is: 41.